This data is from Full USPTO retrosynthesis dataset with 1.9M reactions from patents (1976-2016). The task is: Predict the reactants needed to synthesize the given product. (1) Given the product [CH3:21][O:22][C:23]1[CH:24]=[C:25]([C@H:34]([CH2:33][CH3:32])[C@@H:35]([CH3:36])[CH:37]=[O:38])[CH:26]=[CH:27][CH:28]=1, predict the reactants needed to synthesize it. The reactants are: C1(C2[C@H]3CC[C@@H](C=2)C(C2C=CC=CC=2)=C3)C=CC=CC=1.[CH3:21][O:22][C:23]1[CH:24]=[C:25](B(O)O)[CH:26]=[CH:27][CH:28]=1.[CH3:32][CH2:33]/[CH:34]=[C:35](/[CH:37]=[O:38])\[CH3:36].CN1CCOCC1. (2) Given the product [CH3:32][C:28]([CH:25]1[CH2:24][CH2:23][CH:22]([O:21][C:16]2[CH:17]=[C:18]3[C:13](=[CH:14][CH:15]=2)[N:12]=[C:11]([CH2:10][N:7]2[CH2:8][CH2:9][CH:5]([C:3]([OH:4])=[O:2])[CH2:6]2)[N:20]=[CH:19]3)[CH2:27][CH2:26]1)([CH3:31])[CH2:29][CH3:30], predict the reactants needed to synthesize it. The reactants are: C[O:2][C:3]([CH:5]1[CH2:9][CH2:8][N:7]([CH2:10][C:11]2[N:20]=[CH:19][C:18]3[C:13](=[CH:14][CH:15]=[C:16]([O:21][CH:22]4[CH2:27][CH2:26][CH:25]([C:28]([CH3:32])([CH3:31])[CH2:29][CH3:30])[CH2:24][CH2:23]4)[CH:17]=3)[N:12]=2)[CH2:6]1)=[O:4].CO.O1CCCC1.[OH-].[Li+].O. (3) Given the product [CH3:40][C:37]1[CH:38]=[CH:39][C:34]([S:31]([N:30]([CH3:29])[CH:2]([CH3:1])[CH2:3][CH2:4][CH2:5][CH2:6][CH2:7][CH3:8])(=[O:33])=[O:32])=[CH:35][CH:36]=1.[CH3:1][CH:2]([OH:9])[CH2:3][CH2:4][CH2:5][CH2:6][CH2:7][CH3:8], predict the reactants needed to synthesize it. The reactants are: [CH3:1][CH:2]([OH:9])[CH2:3][CH2:4][CH2:5][CH2:6][CH2:7][CH3:8].C1(P(C2C=CC=CC=2)C2C=CC=CC=2)C=CC=CC=1.[CH3:29][NH:30][S:31]([C:34]1[CH:39]=[CH:38][C:37]([CH3:40])=[CH:36][CH:35]=1)(=[O:33])=[O:32].COCCOC(N=NC(OCCOC)=O)=O.